Predict which catalyst facilitates the given reaction. From a dataset of Catalyst prediction with 721,799 reactions and 888 catalyst types from USPTO. Reactant: [OH:1][C:2]1[CH:7]=[CH:6][C:5]([C:8]2[CH:9]=[C:10]3[C:15](=[CH:16][CH:17]=2)[O:14][C:13]([C:18]([O:20][CH2:21][CH3:22])=[O:19])=[CH:12][C:11]3=[O:23])=[CH:4][CH:3]=1.C(=O)([O-])[O-].[Cs+].[Cs+].Cl[CH2:31][C:32]1[C:33]([C:40]2[C:45]([Cl:46])=[CH:44][CH:43]=[CH:42][C:41]=2[Cl:47])=[N:34][O:35][C:36]=1[CH:37]([CH3:39])[CH3:38]. Product: [Cl:46][C:45]1[CH:44]=[CH:43][CH:42]=[C:41]([Cl:47])[C:40]=1[C:33]1[C:32]([CH2:31][O:1][C:2]2[CH:3]=[CH:4][C:5]([C:8]3[CH:9]=[C:10]4[C:15](=[CH:16][CH:17]=3)[O:14][C:13]([C:18]([O:20][CH2:21][CH3:22])=[O:19])=[CH:12][C:11]4=[O:23])=[CH:6][CH:7]=2)=[C:36]([CH:37]([CH3:39])[CH3:38])[O:35][N:34]=1. The catalyst class is: 9.